This data is from Full USPTO retrosynthesis dataset with 1.9M reactions from patents (1976-2016). The task is: Predict the reactants needed to synthesize the given product. (1) The reactants are: [CH3:1][C:2]1[C:11]([O:12]C)=[CH:10][CH:9]=[C:8]2[C:3]=1[CH2:4][CH2:5][N:6](C=O)[CH2:7]2.B(Br)(Br)Br.CO. Given the product [CH3:1][C:2]1[C:11]([OH:12])=[CH:10][CH:9]=[C:8]2[C:3]=1[CH2:4][CH2:5][NH:6][CH2:7]2, predict the reactants needed to synthesize it. (2) Given the product [CH2:19]([O:21][C:22]1[CH:27]=[C:26]([CH2:28][N:1]2[CH2:2][CH2:3][CH:4]([NH:7][C:8]3[O:9][C:10]4[C:11]([CH2:17][OH:18])=[N:12][CH:13]=[CH:14][C:15]=4[N:16]=3)[CH2:5][CH2:6]2)[CH:25]=[C:24]([O:30][CH2:31][CH3:32])[C:23]=1[C:33]1[CH:34]=[CH:35][C:36]([F:39])=[CH:37][CH:38]=1)[CH3:20], predict the reactants needed to synthesize it. The reactants are: [NH:1]1[CH2:6][CH2:5][CH:4]([NH:7][C:8]2[O:9][C:10]3[C:11]([CH2:17][OH:18])=[N:12][CH:13]=[CH:14][C:15]=3[N:16]=2)[CH2:3][CH2:2]1.[CH2:19]([O:21][C:22]1[CH:27]=[C:26]([CH:28]=O)[CH:25]=[C:24]([O:30][CH2:31][CH3:32])[C:23]=1[C:33]1[CH:38]=[CH:37][C:36]([F:39])=[CH:35][CH:34]=1)[CH3:20].C([BH3-])#N.[Na+].C(N(C(C)C)C(C)C)C. (3) Given the product [OH:50][CH2:49][C:47]1[N:48]=[C:44]([C:39]2[CH:40]=[CH:41][CH:42]=[CH:43][C:38]=2[NH:37][C:29]([O:10][CH2:11][CH:12]2[CH2:17][CH2:16][N:15]([C:18]([O:20][C:21]([CH3:24])([CH3:23])[CH3:22])=[O:19])[CH2:14][CH2:13]2)=[O:35])[S:45][CH:46]=1, predict the reactants needed to synthesize it. The reactants are: C(N(C(C)C)CC)(C)C.[OH:10][CH2:11][CH:12]1[CH2:17][CH2:16][N:15]([C:18]([O:20][C:21]([CH3:24])([CH3:23])[CH3:22])=[O:19])[CH2:14][CH2:13]1.ClC(Cl)(O[C:29](=[O:35])OC(Cl)(Cl)Cl)Cl.[NH2:37][C:38]1[CH:43]=[CH:42][CH:41]=[CH:40][C:39]=1[C:44]1[S:45][CH:46]=[C:47]([CH2:49][OH:50])[N:48]=1. (4) Given the product [CH:17]([C:16]1[N:2]([C:4]2[CH:11]=[CH:10][C:7]([C:8]#[N:9])=[CH:6][CH:5]=2)[N:3]=[CH:14][CH:15]=1)=[O:18], predict the reactants needed to synthesize it. The reactants are: Cl.[NH:2]([C:4]1[CH:11]=[CH:10][C:7]([C:8]#[N:9])=[CH:6][CH:5]=1)[NH2:3].CN(C)/[CH:14]=[CH:15]/[C:16](=O)[CH:17](OC)[O:18]C.CC(=O)C.Cl. (5) Given the product [NH2:1][C:2]1[N:7]=[CH:6][N:5]=[C:4]2[N:8]([CH:20]([C:22]3[O:23][C:24]4[C:29]([C:30](=[O:39])[C:31]=3[C:32]3[CH:37]=[CH:36][CH:35]=[C:34]([F:38])[CH:33]=3)=[CH:28][CH:27]=[CH:26][CH:25]=4)[CH3:21])[N:9]=[C:10]([C:11]3[CH:16]=[C:15]([OH:17])[CH:14]=[C:13]([F:19])[CH:12]=3)[C:3]=12, predict the reactants needed to synthesize it. The reactants are: [NH2:1][C:2]1[N:7]=[CH:6][N:5]=[C:4]2[N:8]([CH:20]([C:22]3[O:23][C:24]4[C:29]([C:30](=[O:39])[C:31]=3[C:32]3[CH:37]=[CH:36][CH:35]=[C:34]([F:38])[CH:33]=3)=[CH:28][CH:27]=[CH:26][CH:25]=4)[CH3:21])[N:9]=[C:10]([C:11]3[CH:16]=[C:15]([O:17]C)[CH:14]=[C:13]([F:19])[CH:12]=3)[C:3]=12. (6) The reactants are: [Br:1][C:2]1[CH:3]=[C:4]([O:12]C)[C:5]([C:8]([F:11])([F:10])[F:9])=[N:6][CH:7]=1.O.O.O.O.C(C(C(C([O-])=O)O)O)([O-])=O.[Na+].[K+]. Given the product [Br:1][C:2]1[CH:3]=[C:4]([OH:12])[C:5]([C:8]([F:9])([F:10])[F:11])=[N:6][CH:7]=1, predict the reactants needed to synthesize it.